This data is from Full USPTO retrosynthesis dataset with 1.9M reactions from patents (1976-2016). The task is: Predict the reactants needed to synthesize the given product. (1) Given the product [CH:10]([C:7]1[CH:8]=[CH:9][C:2]([O:20][C:18]2[CH:17]=[CH:16][N:15]=[C:14]([C:13]([F:22])([F:12])[F:21])[CH:19]=2)=[C:3]([CH:6]=1)[C:4]#[N:5])=[O:11], predict the reactants needed to synthesize it. The reactants are: F[C:2]1[CH:9]=[CH:8][C:7]([CH:10]=[O:11])=[CH:6][C:3]=1[C:4]#[N:5].[F:12][C:13]([F:22])([F:21])[C:14]1[CH:19]=[C:18]([OH:20])[CH:17]=[CH:16][N:15]=1. (2) Given the product [CH3:11][C:8]1[CH:9]=[CH:10][C:5]([CH:2]([O:1][CH:13]2[CH2:14][CH2:15][CH2:16][CH2:17][O:12]2)[C:3]#[N:4])=[CH:6][CH:7]=1, predict the reactants needed to synthesize it. The reactants are: [OH:1][CH:2]([C:5]1[CH:10]=[CH:9][C:8]([CH3:11])=[CH:7][CH:6]=1)[C:3]#[N:4].[O:12]1[CH:17]=[CH:16][CH2:15][CH2:14][CH2:13]1.